This data is from Catalyst prediction with 721,799 reactions and 888 catalyst types from USPTO. The task is: Predict which catalyst facilitates the given reaction. (1) Reactant: [NH2:1][C:2]1[CH:24]=[CH:23][C:5]([O:6][CH2:7][CH2:8][CH2:9][NH:10][C:11](=[O:22])[CH2:12][O:13][CH2:14][C:15]2[CH:20]=[CH:19][C:18]([F:21])=[CH:17][CH:16]=2)=[CH:4][CH:3]=1.[CH3:25][O:26][C:27]1[CH:28]=[C:29]([S:35](Cl)(=[O:37])=[O:36])[CH:30]=[CH:31][C:32]=1[O:33][CH3:34]. Product: [CH3:25][O:26][C:27]1[CH:28]=[C:29]([S:35]([NH:1][C:2]2[CH:3]=[CH:4][C:5]([O:6][CH2:7][CH2:8][CH2:9][NH:10][C:11](=[O:22])[CH2:12][O:13][CH2:14][C:15]3[CH:20]=[CH:19][C:18]([F:21])=[CH:17][CH:16]=3)=[CH:23][CH:24]=2)(=[O:36])=[O:37])[CH:30]=[CH:31][C:32]=1[O:33][CH3:34]. The catalyst class is: 341. (2) The catalyst class is: 2. Reactant: S(=O)(=O)(O)O.[NH2:6][C:7]1[CH:11]=[N:10][N:9]2[CH2:12][CH2:13][NH:14][C:8]=12.C(N(C(C)C)C(C)C)C.[C:24]([O:28][C:29]([NH:31][CH2:32][CH2:33][C:34](ON1C(=O)CCC1=O)=[O:35])=[O:30])([CH3:27])([CH3:26])[CH3:25]. Product: [C:24]([O:28][C:29]([NH:31][CH2:32][CH2:33][C:34]([NH:6][C:7]1[CH:11]=[N:10][N:9]2[CH2:12][CH2:13][NH:14][C:8]=12)=[O:35])=[O:30])([CH3:27])([CH3:26])[CH3:25]. (3) Reactant: [Cl:1][C:2]1[CH:3]=[C:4]([CH:19]=[CH:20][C:21]=1[Cl:22])[CH2:5][NH:6][C:7]1[C:16]2[C:11](=[C:12]([OH:17])[CH:13]=[CH:14][CH:15]=2)[N:10]=[C:9]([CH3:18])[CH:8]=1.[H-].[Na+].[CH:25](I)([CH3:27])[CH3:26].[Na+].[Cl-]. Product: [ClH:1].[Cl:1][C:2]1[CH:3]=[C:4]([CH:19]=[CH:20][C:21]=1[Cl:22])[CH2:5][NH:6][C:7]1[C:16]2[C:11](=[C:12]([O:17][CH:25]([CH3:27])[CH3:26])[CH:13]=[CH:14][CH:15]=2)[N:10]=[C:9]([CH3:18])[CH:8]=1. The catalyst class is: 9. (4) Reactant: FC(F)(F)C([N:5]([C@@H:13]1[CH2:15][C@H:14]1[C:16]1[CH:21]=[CH:20][CH:19]=[CH:18][CH:17]=1)[CH2:6][CH:7]1[CH2:12][CH2:11][NH:10][CH2:9][CH2:8]1)=O.[CH:24]([C:26]1[CH:31]=[CH:30][C:29]([CH2:32][C:33]([OH:35])=[O:34])=[CH:28][CH:27]=1)=O.C(O[BH-](OC(=O)C)OC(=O)C)(=O)C.[Na+].[OH-].[Na+]. Product: [C:16]1([C@@H:14]2[CH2:15][C@H:13]2[NH:5][CH2:6][CH:7]2[CH2:8][CH2:9][N:10]([CH2:24][C:26]3[CH:27]=[CH:28][C:29]([CH2:32][C:33]([OH:35])=[O:34])=[CH:30][CH:31]=3)[CH2:11][CH2:12]2)[CH:17]=[CH:18][CH:19]=[CH:20][CH:21]=1. The catalyst class is: 26. (5) Reactant: [Br:1][C:2]1[CH:7]=[CH:6][C:5]([OH:8])=[CH:4][CH:3]=1.[C:9]12(O)[CH2:18][CH:13]3[CH2:14][CH:15]([CH2:17][CH:11]([CH2:12]3)[CH2:10]1)[CH2:16]2.OS(O)(=O)=O.C([O-])(O)=O.[Na+]. Product: [C:9]12([C:6]3[CH:7]=[C:2]([Br:1])[CH:3]=[CH:4][C:5]=3[OH:8])[CH2:18][CH:13]3[CH2:14][CH:15]([CH2:17][CH:11]([CH2:12]3)[CH2:10]1)[CH2:16]2. The catalyst class is: 2.